From a dataset of Forward reaction prediction with 1.9M reactions from USPTO patents (1976-2016). Predict the product of the given reaction. (1) The product is: [F:39][C:38]([F:41])([F:40])[C:36]([OH:42])=[O:37].[CH3:1][O:2][C:3](=[O:35])[C@@H:4]([NH:14][C:15]([C:17]1[S:18][C:19]([C:23](=[O:34])[NH:24][CH2:25][C:26]2[CH:31]=[CH:30][C:29]([F:32])=[C:28]([OH:33])[CH:27]=2)=[CH:20][C:21]=1[CH3:22])=[O:16])[CH2:5][NH2:6]. Given the reactants [CH3:1][O:2][C:3](=[O:35])[C@@H:4]([NH:14][C:15]([C:17]1[S:18][C:19]([C:23](=[O:34])[NH:24][CH2:25][C:26]2[CH:31]=[CH:30][C:29]([F:32])=[C:28]([OH:33])[CH:27]=2)=[CH:20][C:21]=1[CH3:22])=[O:16])[CH2:5][NH:6]C(OC(C)(C)C)=O.[C:36]([OH:42])([C:38]([F:41])([F:40])[F:39])=[O:37], predict the reaction product. (2) Given the reactants [Br:1][C:2]1[CH:11]=[CH:10][C:5]([C:6]([O:8][CH3:9])=[O:7])=[CH:4][C:3]=1[O:12][CH2:13][CH2:14][CH2:15][O:16][Si](C(C)(C)C)(C)C.[F-].C([N+](CCCC)(CCCC)CCCC)CCC, predict the reaction product. The product is: [Br:1][C:2]1[CH:11]=[CH:10][C:5]([C:6]([O:8][CH3:9])=[O:7])=[CH:4][C:3]=1[O:12][CH2:13][CH2:14][CH2:15][OH:16].